This data is from Forward reaction prediction with 1.9M reactions from USPTO patents (1976-2016). The task is: Predict the product of the given reaction. (1) Given the reactants [C:1]([O:9][CH2:10][C@@:11]1([C:26]#[CH:27])[O:15][C@@H:14]([N:16]2[CH:24]=[C:22]([CH3:23])[C:20](=[O:21])[NH:19][C:17]2=[O:18])[CH2:13][C@H:12]1[OH:25])(=[O:8])[C:2]1[CH:7]=[CH:6][CH:5]=[CH:4][CH:3]=1.CCN(CC)CC.[Si]([O:39][S:40]([C:43](F)(F)F)(=O)=[O:41])(C)(C)C.O=O, predict the reaction product. The product is: [C:1]([O:9][CH2:10][C@@:11]1([C:26]#[CH:27])[O:15][C@@H:14]([N:16]2[CH:24]=[C:22]([CH3:23])[C:20](=[O:21])[NH:19][C:17]2=[O:18])[CH2:13][C@H:12]1[O:25][S:40]([CH3:43])(=[O:41])=[O:39])(=[O:8])[C:2]1[CH:3]=[CH:4][CH:5]=[CH:6][CH:7]=1. (2) Given the reactants CC1(C)[O:6][CH:5]([CH2:7][O:8][C:9]2[CH:10]=[C:11]3[C:16](=[CH:17][C:18]=2[O:19][CH2:20][CH2:21][O:22][CH3:23])[C:15]([O:24][CH:25]([CH3:27])[CH3:26])=[N:14][C:13]([NH:28][C:29]2[CH:33]=[C:32]([CH3:34])[NH:31][N:30]=2)=[CH:12]3)[CH2:4][O:3]1.C([O-])(O)=O.[Na+], predict the reaction product. The product is: [CH:25]([O:24][C:15]1[C:16]2[C:11](=[CH:10][C:9]([O:8][CH2:7][CH:5]([OH:6])[CH2:4][OH:3])=[C:18]([O:19][CH2:20][CH2:21][O:22][CH3:23])[CH:17]=2)[CH:12]=[C:13]([NH:28][C:29]2[CH:33]=[C:32]([CH3:34])[NH:31][N:30]=2)[N:14]=1)([CH3:27])[CH3:26]. (3) Given the reactants [CH3:1][C:2](=[N:4][OH:5])[CH3:3].CC([O-])(C)C.[K+].[Cl:12][C:13]1[CH:14]=[C:15]([C:24]2[C:32]3[C:27](=[CH:28][C:29]([C:34]#[N:35])=[C:30](F)[CH:31]=3)[N:26]([CH3:36])[N:25]=2)[CH:16]=[N:17][C:18]=1[O:19][CH2:20][CH:21]([CH3:23])[CH3:22].Cl, predict the reaction product. The product is: [Cl:12][C:13]1[CH:14]=[C:15]([C:24]2[C:32]3[C:27](=[CH:28][C:29]([C:34]#[N:35])=[C:30]([O:5][N:4]=[C:2]([CH3:3])[CH3:1])[CH:31]=3)[N:26]([CH3:36])[N:25]=2)[CH:16]=[N:17][C:18]=1[O:19][CH2:20][CH:21]([CH3:23])[CH3:22]. (4) Given the reactants [NH2:1][C@H:2]([C:4]1[N:13]([CH:14]2[CH2:16][CH2:15]2)[C:12](=[O:17])[C:11]2[C:6](=[CH:7][CH:8]=[CH:9][C:10]=2[Cl:18])[N:5]=1)[CH3:3].Cl[C:20]1[N:25]=[CH:24][N:23]=[C:22]([NH2:26])[C:21]=1[C:27]1[N:28]=[N:29][N:30]([CH3:32])[N:31]=1.CCN(C(C)C)C(C)C.CCOC(C)=O, predict the reaction product. The product is: [NH2:26][C:22]1[N:23]=[CH:24][N:25]=[C:20]([NH:1][C@H:2]([C:4]2[N:13]([CH:14]3[CH2:16][CH2:15]3)[C:12](=[O:17])[C:11]3[C:6](=[CH:7][CH:8]=[CH:9][C:10]=3[Cl:18])[N:5]=2)[CH3:3])[C:21]=1[C:27]1[N:28]=[N:29][N:30]([CH3:32])[N:31]=1. (5) Given the reactants [Cl:1][C:2]1[C:10]2[O:9][CH2:8][C:7](=[O:11])[C:6]=2[C:5]([CH:12]2[C@H:17]([O:18][CH2:19][C:20]3[CH:25]=[CH:24][CH:23]=[CH:22][CH:21]=3)[C@@H:16]([O:26][CH2:27][C:28]3[CH:33]=[CH:32][CH:31]=[CH:30][CH:29]=3)[C@H:15]([O:34][CH2:35][C:36]3[CH:41]=[CH:40][CH:39]=[CH:38][CH:37]=3)[C@@H:14]([CH2:42][O:43][CH2:44][C:45]3[CH:50]=[CH:49][CH:48]=[CH:47][CH:46]=3)[O:13]2)=[CH:4][C:3]=1[CH2:51][C:52]1[CH:57]=[CH:56][C:55]([O:58][CH2:59][CH3:60])=[CH:54][CH:53]=1.[BH4-].[Na+], predict the reaction product. The product is: [Cl:1][C:2]1[C:10]2[O:9][CH2:8][CH:7]([OH:11])[C:6]=2[C:5]([CH:12]2[C@H:17]([O:18][CH2:19][C:20]3[CH:25]=[CH:24][CH:23]=[CH:22][CH:21]=3)[C@@H:16]([O:26][CH2:27][C:28]3[CH:33]=[CH:32][CH:31]=[CH:30][CH:29]=3)[C@H:15]([O:34][CH2:35][C:36]3[CH:41]=[CH:40][CH:39]=[CH:38][CH:37]=3)[C@@H:14]([CH2:42][O:43][CH2:44][C:45]3[CH:46]=[CH:47][CH:48]=[CH:49][CH:50]=3)[O:13]2)=[CH:4][C:3]=1[CH2:51][C:52]1[CH:57]=[CH:56][C:55]([O:58][CH2:59][CH3:60])=[CH:54][CH:53]=1.